This data is from Reaction yield outcomes from USPTO patents with 853,638 reactions. The task is: Predict the reaction yield, written as a fraction of the theoretical maximum amount of product (1.0 means a 100% yield; for example, 0.34 means a 34% yield). (1) The reactants are Br[CH2:2][C:3]1[N:7]([CH3:8])[N:6]=[C:5]([N+:9]([O-:11])=[O:10])[CH:4]=1.C1COCC1.[NH:17]1[CH2:20][CH2:19][CH2:18]1.CCN(C(C)C)C(C)C. The catalyst is CCOC(C)=O. The product is [N:17]1([CH2:2][C:3]2[N:7]([CH3:8])[N:6]=[C:5]([N+:9]([O-:11])=[O:10])[CH:4]=2)[CH2:20][CH2:19][CH2:18]1. The yield is 0.751. (2) The reactants are [Br:1][C:2]1[CH:10]=[C:9](/[CH:11]=[CH:12]/[CH:13]([C:18]2[CH:23]=[C:22]([Cl:24])[C:21]([Cl:25])=[C:20]([Cl:26])[CH:19]=2)[C:14]([F:17])([F:16])[F:15])[CH:8]=[CH:7][C:3]=1[C:4](O)=[O:5].ClCCCl.CCN=C=NCCCN(C)C.Cl.Cl.[F:44][C:45]([F:53])([F:52])[CH2:46][NH:47][C:48]([NH:50][NH2:51])=[O:49]. The catalyst is CN(C1C=CN=CC=1)C.C(Cl)Cl. The product is [Br:1][C:2]1[CH:10]=[C:9](/[CH:11]=[CH:12]/[CH:13]([C:18]2[CH:19]=[C:20]([Cl:26])[C:21]([Cl:25])=[C:22]([Cl:24])[CH:23]=2)[C:14]([F:17])([F:16])[F:15])[CH:8]=[CH:7][C:3]=1[C:4]([NH:51][NH:50][C:48]([NH:47][CH2:46][C:45]([F:53])([F:52])[F:44])=[O:49])=[O:5]. The yield is 0.260.